The task is: Predict the reaction yield, written as a fraction of the theoretical maximum amount of product (1.0 means a 100% yield; for example, 0.34 means a 34% yield).. This data is from Reaction yield outcomes from USPTO patents with 853,638 reactions. (1) The reactants are [CH:1]1([CH2:4][O:5][NH:6][C:7]([C:9]2[C:17]([NH:18][C:19]3[CH:24]=[CH:23][C:22](I)=[CH:21][C:20]=3[CH3:26])=[C:16]([F:27])[C:12]3[N:13]=[CH:14][NH:15][C:11]=3[CH:10]=2)=[O:8])[CH2:3][CH2:2]1.[C:28]([Si:30]([CH3:33])([CH3:32])[CH3:31])#[CH:29]. The catalyst is C(#N)C.C(N(CC)CC)C.Cl[Pd](Cl)([P](C1C=CC=CC=1)(C1C=CC=CC=1)C1C=CC=CC=1)[P](C1C=CC=CC=1)(C1C=CC=CC=1)C1C=CC=CC=1.[Cu]I. The product is [CH:1]1([CH2:4][O:5][NH:6][C:7]([C:9]2[C:17]([NH:18][C:19]3[CH:24]=[CH:23][C:22]([C:29]#[C:28][Si:30]([CH3:33])([CH3:32])[CH3:31])=[CH:21][C:20]=3[CH3:26])=[C:16]([F:27])[C:12]3[N:13]=[CH:14][NH:15][C:11]=3[CH:10]=2)=[O:8])[CH2:3][CH2:2]1. The yield is 0.870. (2) The reactants are [C:1]([C:3]1[CH:8]=[CH:7][C:6]([NH:9][C:10](=[O:18])[C:11]2[CH:16]=[CH:15][C:14]([F:17])=[CH:13][CH:12]=2)=[CH:5][CH:4]=1)#[CH:2].Br[C:20]1[CH:21]=[N:22][CH:23]=[C:24]([CH:37]=1)[C:25]([N:27]=[S:28]([CH3:36])(=[O:35])[C:29]1[CH:34]=[CH:33][CH:32]=[CH:31][CH:30]=1)=[O:26]. No catalyst specified. The product is [F:17][C:14]1[CH:15]=[CH:16][C:11]([C:10]([NH:9][C:6]2[CH:5]=[CH:4][C:3]([C:1]#[C:2][C:20]3[CH:21]=[N:22][CH:23]=[C:24]([CH:37]=3)[C:25]([N:27]=[S@@:28]([CH3:36])(=[O:35])[C:29]3[CH:34]=[CH:33][CH:32]=[CH:31][CH:30]=3)=[O:26])=[CH:8][CH:7]=2)=[O:18])=[CH:12][CH:13]=1. The yield is 0.720. (3) The reactants are [S:1](N)(N)(=[O:3])=[O:2].[C:6]1([NH:12][C:13]2[C:22]([NH2:23])=[C:21]3[C:16](C=CC=N3)=[CH:15][CH:14]=2)[CH:11]=[CH:10][CH:9]=[CH:8][CH:7]=1. The catalyst is N1C=CC=CC=1. The product is [C:6]1([N:12]2[C:13]3=[C:14]4[C:15](=[CH:16][CH:21]=[C:22]3[NH:23][S:1]2(=[O:3])=[O:2])[CH:8]=[CH:7][CH:6]=[N:12]4)[CH:7]=[CH:8][CH:9]=[CH:10][CH:11]=1. The yield is 0.170. (4) The reactants are [O:1]1[CH:5]=[CH:4][CH:3]=[C:2]1[C:6]1[C:14]2[C:9](=[CH:10][CH:11]=[C:12]([C:15]#[N:16])[CH:13]=2)[N:8](C2CCCCO2)[N:7]=1.[N:23]([Sn](CCCC)(CCCC)CCCC)=[N+:24]=[N-:25].Cl. The catalyst is C1(C)C=CC=CC=1.O1CCOCC1. The yield is 0.0470. The product is [N:23]1[NH:24][N:25]=[N:16][C:15]=1[C:12]1[CH:13]=[C:14]2[C:9](=[CH:10][CH:11]=1)[NH:8][N:7]=[C:6]2[C:2]1[O:1][CH:5]=[CH:4][CH:3]=1. (5) The reactants are [Br:1][C:2]1[CH:7]=[C:6]([F:8])[CH:5]=[C:4]([Br:9])[C:3]=1[CH2:10][OH:11].N1C=CC=CC=1.[C:18](Cl)(=[O:20])[CH3:19]. The catalyst is C(Cl)Cl. The product is [C:18]([O:11][CH2:10][C:3]1[C:2]([Br:1])=[CH:7][C:6]([F:8])=[CH:5][C:4]=1[Br:9])(=[O:20])[CH3:19]. The yield is 0.870.